From a dataset of Forward reaction prediction with 1.9M reactions from USPTO patents (1976-2016). Predict the product of the given reaction. (1) Given the reactants [N:1]([C@H:4]1[C@H:9]([OH:10])[CH2:8][CH2:7][C@H:6]([C:11]([O:13][CH2:14][CH3:15])=[O:12])[CH2:5]1)=[N+]=[N-].[C:16](O[C:16]([O:18][C:19]([CH3:22])([CH3:21])[CH3:20])=[O:17])([O:18][C:19]([CH3:22])([CH3:21])[CH3:20])=[O:17], predict the reaction product. The product is: [C:19]([O:18][C:16]([NH:1][C@H:4]1[C@H:9]([OH:10])[CH2:8][CH2:7][C@H:6]([C:11]([O:13][CH2:14][CH3:15])=[O:12])[CH2:5]1)=[O:17])([CH3:22])([CH3:21])[CH3:20]. (2) Given the reactants [C:1]1([CH:7]([C:29]2[CH:34]=[CH:33][CH:32]=[CH:31][CH:30]=2)[N:8]2[C:16]3[C:11](=[CH:12][CH:13]=[CH:14][CH:15]=3)[CH:10]([C:17]3[C:26]([OH:27])=[CH:25][C:24]4[CH2:23][CH2:22][CH2:21][CH2:20][C:19]=4[CH:18]=3)[C:9]2=[O:28])[CH:6]=[CH:5][CH:4]=[CH:3][CH:2]=1.[C:35]1(C(C2C=CC=CC=2)N2C3C(=CC=CC=3)C(C3C=C(C)C(OC)=CC=3O)C2=O)C=CC=CC=1, predict the reaction product. The product is: [C:29]1([CH:7]([C:1]2[CH:2]=[CH:3][CH:4]=[CH:5][CH:6]=2)[N:8]2[C:16]3[C:11](=[CH:12][CH:13]=[CH:14][CH:15]=3)[C:10]3([CH2:35][O:27][C:26]4[CH:25]=[C:24]5[C:19](=[CH:18][C:17]3=4)[CH2:20][CH2:21][CH2:22][CH2:23]5)[C:9]2=[O:28])[CH:34]=[CH:33][CH:32]=[CH:31][CH:30]=1. (3) The product is: [CH:14]([C:13]1[N:12]=[CH:11][NH:10][C:9]=1[C:8]([O:7][CH3:5])=[O:18])=[O:15]. Given the reactants C(O)(=O)C.[CH2:5]([O:7][CH:8]([O:18]CC)[C:9]1[N:10]=[CH:11][NH:12][C:13]=1[C:14](OC)=[O:15])C.C1(C)C=CC=CC=1, predict the reaction product. (4) Given the reactants [CH3:1][O:2][C:3]1[CH:12]=[C:7]([C:8](OC)=[O:9])[C:6]([NH2:13])=[CH:5][C:4]=1[O:14][CH2:15][CH2:16][CH2:17][N:18]1[CH2:23][CH2:22][CH2:21][CH2:20][CH2:19]1.[CH:24]([O-])([O-])OC.C([O-])(=O)C.[NH4+:33], predict the reaction product. The product is: [CH3:1][O:2][C:3]1[CH:12]=[C:7]2[C:6](=[CH:5][C:4]=1[O:14][CH2:15][CH2:16][CH2:17][N:18]1[CH2:23][CH2:22][CH2:21][CH2:20][CH2:19]1)[N:13]=[CH:24][NH:33][C:8]2=[O:9]. (5) Given the reactants [Cl:1][C:2]1[CH:3]=[N:4][CH:5]=[C:6]([Cl:20])[C:7]=1[S:8][C:9]1[S:13][C:12]([C:14]([OH:16])=O)=[CH:11][C:10]=1[N+:17]([O-:19])=[O:18].[NH2:21][CH:22]1[CH2:27][CH2:26][N:25]([C:28]([O:30][C:31]([CH3:34])([CH3:33])[CH3:32])=[O:29])[CH2:24][CH2:23]1, predict the reaction product. The product is: [Cl:20][C:6]1[CH:5]=[N:4][CH:3]=[C:2]([Cl:1])[C:7]=1[S:8][C:9]1[S:13][C:12]([C:14]([NH:21][CH:22]2[CH2:23][CH2:24][N:25]([C:28]([O:30][C:31]([CH3:34])([CH3:33])[CH3:32])=[O:29])[CH2:26][CH2:27]2)=[O:16])=[CH:11][C:10]=1[N+:17]([O-:19])=[O:18].